Dataset: Catalyst prediction with 721,799 reactions and 888 catalyst types from USPTO. Task: Predict which catalyst facilitates the given reaction. Reactant: [CH3:1][O:2][C:3]1[C:8]([C:9]2[NH:10][C:11]3[C:16]([C:17]=2[CH:18]2[CH2:23][CH2:22][NH:21][CH2:20][CH2:19]2)=[CH:15][CH:14]=[CH:13][CH:12]=3)=[CH:7][CH:6]=[CH:5][N:4]=1.C(N(C(C)C)CC)(C)C.[C:33]1([S:39](Cl)(=[O:41])=[O:40])[CH:38]=[CH:37][CH:36]=[CH:35][CH:34]=1. Product: [C:33]1([S:39]([N:21]2[CH2:22][CH2:23][CH:18]([C:17]3[C:16]4[C:11](=[CH:12][CH:13]=[CH:14][CH:15]=4)[NH:10][C:9]=3[C:8]3[C:3]([O:2][CH3:1])=[N:4][CH:5]=[CH:6][CH:7]=3)[CH2:19][CH2:20]2)(=[O:41])=[O:40])[CH:38]=[CH:37][CH:36]=[CH:35][CH:34]=1. The catalyst class is: 4.